Dataset: Retrosynthesis with 50K atom-mapped reactions and 10 reaction types from USPTO. Task: Predict the reactants needed to synthesize the given product. (1) The reactants are: C#CCc1ccc(CO)cc1.N#Cc1ncc(Br)c(NCCC2CCCCC2)n1. Given the product N#Cc1ncc2cc(Cc3ccc(CO)cc3)n(CCC3CCCCC3)c2n1, predict the reactants needed to synthesize it. (2) Given the product N#CC1(NC(=O)[C@@H]2CC[C@@H](S(=O)(=O)c3ccc(N4CC5(COC5)C4)cc3Cl)C2)CC1, predict the reactants needed to synthesize it. The reactants are: C1NCC12COC2.N#CC1(NC(=O)C2CCC(S(=O)(=O)c3ccc(F)cc3Cl)C2)CC1. (3) Given the product CC(C)(C)OC(=O)NCCOc1cc(C(=O)O)cc(S(F)(F)(F)(F)F)c1, predict the reactants needed to synthesize it. The reactants are: CC(C)(C)OC(=O)NCCBr.O=C(O)c1cc(O)cc(S(F)(F)(F)(F)F)c1. (4) Given the product Cc1ccc(C(=O)O)cc1N1CCC2(CC1)OCCO2, predict the reactants needed to synthesize it. The reactants are: COC(=O)c1ccc(C)c(N2CCC3(CC2)OCCO3)c1. (5) Given the product C=CCN1C(=O)N2CCCN=C2c2cc(C(F)(F)F)ccc21, predict the reactants needed to synthesize it. The reactants are: C=CCBr.O=C1Nc2ccc(C(F)(F)F)cc2C2=NCCCN12. (6) The reactants are: C#Cc1cn([C@@H]2O[C@H](CO)[C@@H](O)[C@@]2(C)O)c2ncnc(N)c12. Given the product C=Cc1cn([C@@H]2O[C@H](CO)[C@@H](O)[C@@]2(C)O)c2ncnc(N)c12, predict the reactants needed to synthesize it. (7) The reactants are: Cc1cc(C)c(N=Cc2cccc(-c3c(CNC(C)(C)C)ccc4ccccc34)n2)c(C)c1. Given the product Cc1cc(C)c(NCc2cccc(-c3c(CNC(C)(C)C)ccc4ccccc34)n2)c(C)c1, predict the reactants needed to synthesize it.